This data is from Experimentally validated miRNA-target interactions with 360,000+ pairs, plus equal number of negative samples. The task is: Binary Classification. Given a miRNA mature sequence and a target amino acid sequence, predict their likelihood of interaction. (1) The miRNA is hsa-miR-4477a with sequence CUAUUAAGGACAUUUGUGAUUC. The protein sequence of the target gene is MESWPWMAVVVLLGLTVRWTVSLSSYSGAGKPPMFGDYEAQRHWQEITLNLPVKQWYFNSSDNNLLYWGLDYPPLTAYHSLLCAYVAKFINPDWVALHTSRGYESQAHKLFMRATVLAADLLIYVPAVLLYCYSLKEISPKRKIASALCILLYPGLILIDYGHFQYNSVSLGFALWGVLGVSWDWDLLGSLAFCLALNYKQMELYHSLPFFCFLLGKCFKKGLKGKGLALFIRIACTVLASFLLCWLPFLTEREHALQVVRRLFPVDRGLFEDKVANIWCSVNVFLKIKDTLPRHIQIAI.... Result: 0 (no interaction). (2) The miRNA is hsa-miR-4294 with sequence GGGAGUCUACAGCAGGG. The protein sequence of the target gene is MAQLRRGHLTFRDVAIEFSQEEWKCLDPVQKALYRDVMLENYRNLVSLGICLPDLSIISMMKQRTEPWTVENEMKVAKNPDRWEGIKDINTGRSCAVRSKAGNKPITNQLGLTFQLPLPELEIFQGEGKIYECNQVQKFISHSSSVSPLQRIYSGVKTHIFNKHRNDFVDFPLLSQEQKAHIRRKPYECNEQGKVFRVSSSLPNHQVIHTADKPNRCHECGKTVRDKSGLAEHWRIRTGEKPYKCKECGKLFNRIAYLARHEKVHTGESPYKCNECGKVFSRITYLVRHQKIHTREKPHK.... Result: 0 (no interaction). (3) The protein sequence of the target gene is MSSSGTLSNYYVDSLIGHEGDEVFAARFGPPGPGTQGRPAGVADGPAAATAEFASCSFAPKSSVFSASWSAVAAQPPAAATMSGLYHPYVSPPPLAAAEPGRYVRSWMEPLPGFPGGAGGGGGSGGGGGGGPGPVPSPGGPANGRHYGIKPETGAAPAPAAASTSSSSSTSSSSSSKRTECSAARESQGSGGPEFPCNSFLRDKAAAATGNGPGVGIGTGPGAVGSSEPSACSDHPSPGCSLKEEEKQPPQPPQQQLDPNNPAANWIHARSTRKKRCPYTKYQTLELEKEFLFNMYLTRD.... Result: 0 (no interaction). The miRNA is bta-miR-146b with sequence UGAGAACUGAAUUCCAUAGGCUGU. (4) The miRNA is mmu-miR-669p-5p with sequence AGUUGUGUGUGCAUGUUCAUGUCU. The protein sequence of the target gene is MTCWLHMLGLHLLLLPTAPLAAGCPARCECSASTRTVACGRRRLTAIPEGIPAETRMLELSRNRIRCLNPGDLASLPTLEELDLNHNVIAHVEPGAFANLPRLRVLRLRGNQLKLIPPGVFTHLDSLTLLDLSENKLVILLDFSFQDLRSLQRLEVGDNDLVFISRRAFAGLLGLAELTLERCNLTSLSPESLGHLRGLGALRLRHLAIAALEDQNFQKLPGLSHLEIDNWPLLEEVAPGSLRGLNLTSLSITHTNITAVPAAALRQQAHLTCLNLSHNPISMVPRGSFRDLVRLRELHL.... Result: 0 (no interaction). (5) The miRNA is hsa-miR-516b-5p with sequence AUCUGGAGGUAAGAAGCACUUU. The protein sequence of the target gene is MADRAEMFSLSTFHSLSPPGCRPPQDISLEEFDDEDLSEITDDCGLGLSYDSDHCEKDSLSLGRSEQPHPICSFQDDFQEFEMIDDNEEEDDEDEEEEEEEEEGDGEGQEGGDPGSEAPAPGPLIPSPSVEEPHKHRPTTLRLTTLGAQDSLNNNGGFDLVRPASWQETALCSPAPEALRELPGPLPATDTGPGGAQSPVRPGCDCEGNRPAEPPAPGGTSPSSDPGIEADLRSRSSGGRGGRRSSQELSSPGSDSEDAGGARLGRMISSISETELELSSDGGSSSSGRSSHLTNSIEEA.... Result: 0 (no interaction).